Dataset: Forward reaction prediction with 1.9M reactions from USPTO patents (1976-2016). Task: Predict the product of the given reaction. (1) Given the reactants [C:1]([O:5][C:6]([N:8]1[CH2:11][CH:10]([N:12]=[N+]=[N-])[CH2:9]1)=[O:7])([CH3:4])([CH3:3])[CH3:2], predict the reaction product. The product is: [C:1]([O:5][C:6]([N:8]1[CH2:11][CH:10]([NH2:12])[CH2:9]1)=[O:7])([CH3:4])([CH3:2])[CH3:3]. (2) Given the reactants CS([O:5][CH2:6][C:7]1[C:8]([C:12]2[CH:17]=[CH:16][C:15]([C:18]#[CH:19])=[CH:14][CH:13]=2)=[N:9][S:10][CH:11]=1)(=O)=O.O[C:21]1[CH:26]=[CH:25][C:24]([CH2:27][CH2:28][C:29]([O:31]CC)=[O:30])=[C:23]([CH3:34])[C:22]=1[CH3:35], predict the reaction product. The product is: [C:18]([C:15]1[CH:16]=[CH:17][C:12]([C:8]2[C:7]([CH2:6][O:5][C:21]3[CH:26]=[CH:25][C:24]([CH2:27][CH2:28][C:29]([OH:31])=[O:30])=[C:23]([CH3:34])[C:22]=3[CH3:35])=[CH:11][S:10][N:9]=2)=[CH:13][CH:14]=1)#[CH:19]. (3) The product is: [Br:1][C:2]1[CH:3]=[C:4]([CH:13]=[C:14]([CH2:16][Br:17])[CH:15]=1)[O:5][Si:6]([C:9]([CH3:11])([CH3:12])[CH3:10])([CH3:7])[CH3:8]. Given the reactants [Br:1][C:2]1[CH:3]=[C:4]([CH:13]=[C:14]([CH3:16])[CH:15]=1)[O:5][Si:6]([C:9]([CH3:12])([CH3:11])[CH3:10])([CH3:8])[CH3:7].[Br:17]NC(=O)CCC(N)=O, predict the reaction product. (4) Given the reactants [F:1][CH:2]([F:13])[O:3][CH2:4][C@H:5]([C:7]1[CH:12]=[CH:11][CH:10]=[CH:9][CH:8]=1)[NH2:6].Cl.[O-:15][C:16]#[N:17].[K+], predict the reaction product. The product is: [F:1][CH:2]([F:13])[O:3][CH2:4][C@@H:5]([NH:6][C:16]([NH2:17])=[O:15])[C:7]1[CH:12]=[CH:11][CH:10]=[CH:9][CH:8]=1. (5) Given the reactants [OH:1][CH2:2][C@H:3]([N:5]1[C:10](=[O:11])[CH:9]=[CH:8][N:7]([C:12]2[CH:17]=[CH:16][CH:15]=[C:14]([C:18]([F:21])([F:20])[F:19])[CH:13]=2)[C:6]1=[O:22])[CH3:4].[I:23]Cl, predict the reaction product. The product is: [OH:1][CH2:2][C@H:3]([N:5]1[C:10](=[O:11])[C:9]([I:23])=[CH:8][N:7]([C:12]2[CH:17]=[CH:16][CH:15]=[C:14]([C:18]([F:21])([F:19])[F:20])[CH:13]=2)[C:6]1=[O:22])[CH3:4]. (6) Given the reactants [CH:1]([C:4]1[S:5][CH:6]=[C:7]([C:9](OCC)=[O:10])[N:8]=1)([CH3:3])[CH3:2].[H-].C([Al+]CC(C)C)C(C)C.C(O)(=O)C.C(C(C(C([O-])=O)O)O)([O-])=O.[K+].[Na+], predict the reaction product. The product is: [CH:1]([C:4]1[S:5][CH:6]=[C:7]([CH2:9][OH:10])[N:8]=1)([CH3:3])[CH3:2]. (7) Given the reactants [CH2:1]([CH2:3][NH2:4])[OH:2].C(=O)([O-])[O-].[K+].[K+].Br[CH2:12][CH:13]([O:16][CH3:17])[O:14][CH3:15], predict the reaction product. The product is: [NH3:4].[CH3:15][O:14][CH:13]([O:16][CH3:17])[CH2:12][NH:4][CH2:3][CH2:1][OH:2].